From a dataset of Reaction yield outcomes from USPTO patents with 853,638 reactions. Predict the reaction yield, written as a fraction of the theoretical maximum amount of product (1.0 means a 100% yield; for example, 0.34 means a 34% yield). The reactants are [F:1][C:2]1[CH:7]=[CH:6][C:5]([C:8]2[CH:13]=[CH:12][N:11]=[CH:10][CH:9]=2)=[CH:4][C:3]=1[C:14]([F:17])([F:16])[F:15].[OH:18]O. The catalyst is ClCCl.O.C[Re](=O)(=O)=O.[O-2].[Mn+4].[O-2]. The product is [F:1][C:2]1[CH:7]=[CH:6][C:5]([C:8]2[CH:9]=[CH:10][N+:11]([O-:18])=[CH:12][CH:13]=2)=[CH:4][C:3]=1[C:14]([F:17])([F:15])[F:16]. The yield is 0.940.